From a dataset of Peptide-MHC class II binding affinity with 134,281 pairs from IEDB. Regression. Given a peptide amino acid sequence and an MHC pseudo amino acid sequence, predict their binding affinity value. This is MHC class II binding data. (1) The peptide sequence is IKAVRGDLNFVNRAN. The MHC is DRB1_0401 with pseudo-sequence DRB1_0401. The binding affinity (normalized) is 0.601. (2) The peptide sequence is VDIKPKDSDEFIPMK. The MHC is DRB1_1501 with pseudo-sequence DRB1_1501. The binding affinity (normalized) is 0.450. (3) The binding affinity (normalized) is 0.570. The peptide sequence is GELQIVDKTDAAFKI. The MHC is DRB1_1101 with pseudo-sequence DRB1_1101. (4) The peptide sequence is LLEFAVVLELAILSI. The MHC is HLA-DQA10501-DQB10301 with pseudo-sequence HLA-DQA10501-DQB10301. The binding affinity (normalized) is 0.191. (5) The peptide sequence is VVITENCGTRGPSLR. The MHC is DRB1_0701 with pseudo-sequence DRB1_0701. The binding affinity (normalized) is 0.243. (6) The peptide sequence is RQNIHSLSPQEREQF. The MHC is DRB1_0701 with pseudo-sequence DRB1_0701. The binding affinity (normalized) is 0. (7) The peptide sequence is NSVVQALTSLGLLYT. The MHC is DRB1_0301 with pseudo-sequence DRB1_0301. The binding affinity (normalized) is 0.583. (8) The peptide sequence is ENVIDVKLVDANGKL. The MHC is DRB1_1302 with pseudo-sequence DRB1_1302. The binding affinity (normalized) is 0.180. (9) The peptide sequence is APADDKFTVFEAAFN. The MHC is DRB1_0301 with pseudo-sequence DRB1_0301. The binding affinity (normalized) is 0.0209. (10) The peptide sequence is NGSAEVHRGAVPRRG. The MHC is HLA-DPA10201-DPB10501 with pseudo-sequence HLA-DPA10201-DPB10501. The binding affinity (normalized) is 0.0411.